Dataset: HIV replication inhibition screening data with 41,000+ compounds from the AIDS Antiviral Screen. Task: Binary Classification. Given a drug SMILES string, predict its activity (active/inactive) in a high-throughput screening assay against a specified biological target. (1) The drug is CN(C)CCCCNc1c2c(nc3c(Cl)cccc13)CCC2. The result is 0 (inactive). (2) The drug is Cc1cc(O)nc(-n2nc(C)c(CCO)c2O)n1. The result is 0 (inactive). (3) The molecule is Cc1ccc(NC(=O)CSc2nc(C)nc3c2sc(=S)n3-c2ccccc2)cc1. The result is 0 (inactive). (4) The compound is Cc1ccc(C2C3C(=O)N(c4ccc(Cc5ccc(N6C(=O)C7ON(c8ccccc8)C(c8ccc(C)cc8)C7C6=O)cc5)cc4)C(=O)C3ON2c2ccccc2)cc1. The result is 0 (inactive).